This data is from Full USPTO retrosynthesis dataset with 1.9M reactions from patents (1976-2016). The task is: Predict the reactants needed to synthesize the given product. (1) The reactants are: [C:1]([C:5]1[CH:10]=[CH:9][C:8]([C:11]2[N:12]([C:31]3[CH:36]=[CH:35][C:34](B4OC(C)(C)C(C)(C)O4)=[CH:33][CH:32]=3)[CH:13]=[CH:14][C:15]=2[C:16]2[CH:21]=[CH:20][C:19](B3OC(C)(C)C(C)(C)O3)=[CH:18][CH:17]=2)=[CH:7][CH:6]=1)([CH3:4])([CH3:3])[CH3:2].Br[C:47]1[NH:51][C:50]([C@@H:52]2[CH2:56][CH2:55][CH2:54][N:53]2[C:57]([O:59][C:60]([CH3:63])([CH3:62])[CH3:61])=[O:58])=[N:49][CH:48]=1.ClCCl.[C:67](=[O:70])([O-])[O-:68].[Na+].[Na+]. Given the product [C:1]([C:5]1[CH:10]=[CH:9][C:8]([C:11]2[N:12]([C:31]3[CH:36]=[CH:35][C:34]([C:47]4[N:51]=[C:50]([C@@H:52]5[CH2:56][CH2:55][CH2:54][N:53]5[C:67]([O:68][C:60]([CH3:63])([CH3:62])[CH3:61])=[O:70])[NH:49][CH:48]=4)=[CH:33][CH:32]=3)[CH:13]=[CH:14][C:15]=2[C:16]2[CH:17]=[CH:18][C:19]([C:47]3[N:51]=[C:50]([C@@H:52]4[CH2:56][CH2:55][CH2:54][N:53]4[C:57]([O:59][C:60]([CH3:63])([CH3:62])[CH3:61])=[O:58])[NH:49][CH:48]=3)=[CH:20][CH:21]=2)=[CH:7][CH:6]=1)([CH3:2])([CH3:4])[CH3:3], predict the reactants needed to synthesize it. (2) Given the product [Cl:1][C:2]1[CH:17]=[CH:16][C:5]([C:6]([N:8]([C@@H:9]([CH:12]([CH3:14])[CH3:13])[CH2:10][N:18]2[CH2:23][CH2:22][CH:21]([OH:24])[CH2:20][CH2:19]2)[CH3:15])=[O:7])=[CH:4][CH:3]=1, predict the reactants needed to synthesize it. The reactants are: [Cl:1][C:2]1[CH:17]=[CH:16][C:5]([C:6]([N:8]([CH3:15])[C@@H:9]([CH:12]([CH3:14])[CH3:13])[CH:10]=O)=[O:7])=[CH:4][CH:3]=1.[NH:18]1[CH2:23][CH2:22][CH:21]([OH:24])[CH2:20][CH2:19]1.C(O)(=O)C.[B-]C#N.[Na+]. (3) Given the product [CH3:24][N:25]([CH3:30])[CH2:26][CH2:27][N:28]([CH3:29])[C:2]1[N:7]2[CH:8]=[C:9]([CH2:11][N:12]([CH3:23])[C@@H:13]3[C:22]4[N:21]=[CH:20][CH:19]=[CH:18][C:17]=4[CH2:16][CH2:15][CH2:14]3)[N:10]=[C:6]2[CH:5]=[CH:4][CH:3]=1, predict the reactants needed to synthesize it. The reactants are: F[C:2]1[N:7]2[CH:8]=[C:9]([CH2:11][N:12]([CH3:23])[C@@H:13]3[C:22]4[N:21]=[CH:20][CH:19]=[CH:18][C:17]=4[CH2:16][CH2:15][CH2:14]3)[N:10]=[C:6]2[CH:5]=[CH:4][CH:3]=1.[CH3:24][N:25]([CH3:30])[CH2:26][CH2:27][NH:28][CH3:29]. (4) Given the product [Cl:11][C:12]1[CH:13]=[CH:14][C:15]2[N:21]([CH2:22][C:23]([CH3:26])([CH3:27])[CH2:24][OH:25])[C:20](=[O:28])[C@@H:19]([CH2:29][C:30]([NH:50][C@@H:49]([CH3:51])[C:48]([O:47][CH2:45][CH3:46])=[O:52])=[O:31])[O:18][C@H:17]([C:33]3[CH:38]=[CH:37][CH:36]=[C:35]([O:39][CH3:40])[C:34]=3[O:41][CH3:42])[C:16]=2[CH:43]=1, predict the reactants needed to synthesize it. The reactants are: C(P(=O)(OCC)OCC)#N.[Cl:11][C:12]1[CH:13]=[CH:14][C:15]2[N:21]([CH2:22][C:23]([CH3:27])([CH3:26])[CH2:24][OH:25])[C:20](=[O:28])[C@@H:19]([CH2:29][C:30](O)=[O:31])[O:18][C@H:17]([C:33]3[CH:38]=[CH:37][CH:36]=[C:35]([O:39][CH3:40])[C:34]=3[O:41][CH3:42])[C:16]=2[CH:43]=1.Cl.[CH2:45]([O:47][C:48](=[O:52])[C@H:49]([CH3:51])[NH2:50])[CH3:46].C(N(CC)CC)C. (5) Given the product [OH:32][CH2:33][CH2:34][CH2:35][NH:36][C:37]1[C:2]2[CH2:8][CH2:7][CH2:6][C:5]3[CH:9]=[C:10]([N:13]4[CH2:17][C@H:16]([CH2:18][NH:19][C:20](=[O:22])[CH3:21])[O:15][C:14]4=[O:23])[CH:11]=[CH:12][C:4]=3[C:3]=2[NH:39][N:38]=1, predict the reactants needed to synthesize it. The reactants are: Br[CH:2]1[CH2:8][CH2:7][CH2:6][C:5]2[CH:9]=[C:10]([N:13]3[CH2:17][C@H:16]([CH2:18][NH:19][C:20](=[O:22])[CH3:21])[O:15][C:14]3=[O:23])[CH:11]=[CH:12][C:4]=2[C:3]1=O.[Si]([O:32][CH2:33][CH2:34][CH2:35][NH:36][C:37](=S)[NH:38][NH2:39])(C(C)(C)C)(C)C.